Dataset: Peptide-MHC class II binding affinity with 134,281 pairs from IEDB. Task: Regression. Given a peptide amino acid sequence and an MHC pseudo amino acid sequence, predict their binding affinity value. This is MHC class II binding data. (1) The peptide sequence is DYVRMWVQAATVMSA. The MHC is HLA-DPA10301-DPB10402 with pseudo-sequence HLA-DPA10301-DPB10402. The binding affinity (normalized) is 0.465. (2) The peptide sequence is LKDEAYFAANAAAQA. The MHC is HLA-DQA10102-DQB10602 with pseudo-sequence HLA-DQA10102-DQB10602. The binding affinity (normalized) is 0.522.